This data is from Full USPTO retrosynthesis dataset with 1.9M reactions from patents (1976-2016). The task is: Predict the reactants needed to synthesize the given product. (1) Given the product [CH3:2][O:3][C:4](=[O:15])[C@H:5]([CH2:7][C:8]1[CH:9]=[CH:10][C:11]([OH:14])=[CH:12][CH:13]=1)[NH:6][C:21]([O:20][C:16]([CH3:19])([CH3:18])[CH3:17])=[O:22], predict the reactants needed to synthesize it. The reactants are: Cl.[CH3:2][O:3][C:4](=[O:15])[C@H:5]([CH2:7][C:8]1[CH:13]=[CH:12][C:11]([OH:14])=[CH:10][CH:9]=1)[NH2:6].[C:16]([O:20][C:21](=O)[O:22]C(C)(C)C)([CH3:19])([CH3:18])[CH3:17].C(N(CC)CC)C. (2) Given the product [CH2:1]([N:3]1[CH2:8][C:7]([CH3:9])([CH3:10])[O:6][C:5](=[O:11])[CH:4]1[CH2:12][C:13]([NH:55][C:52]1[CH:53]=[CH:54][N:50]([CH3:49])[N:51]=1)=[O:15])[CH3:2], predict the reactants needed to synthesize it. The reactants are: [CH2:1]([N:3]1[CH2:8][C:7]([CH3:10])([CH3:9])[O:6][C:5](=[O:11])[CH:4]1[CH2:12][C:13]([OH:15])=O)[CH3:2].C(N(C(C)C)CC)(C)C.CN(C(ON1N=NC2C=CC=NC1=2)=[N+](C)C)C.F[P-](F)(F)(F)(F)F.[CH3:49][N:50]1[CH:54]=[CH:53][C:52]([NH2:55])=[N:51]1. (3) Given the product [N:26]1[CH:27]=[C:28]2[C:23]([NH:22][C:21]([C:11]3[CH:10]=[C:9]([OH:8])[CH:14]=[C:13]([O:15][C@H:16]4[CH2:20][CH2:19][O:18][CH2:17]4)[CH:12]=3)=[N:29]2)=[N:24][CH:25]=1, predict the reactants needed to synthesize it. The reactants are: C1(C[O:8][C:9]2[CH:10]=[C:11]([C:21]3[NH:22][C:23]4[C:28]([N:29]=3)=[CH:27][N:26]=[CH:25][N:24]=4)[CH:12]=[C:13]([O:15][C@H:16]3[CH2:20][CH2:19][O:18][CH2:17]3)[CH:14]=2)C=CC=CC=1.